The task is: Regression/Classification. Given a drug SMILES string, predict its absorption, distribution, metabolism, or excretion properties. Task type varies by dataset: regression for continuous measurements (e.g., permeability, clearance, half-life) or binary classification for categorical outcomes (e.g., BBB penetration, CYP inhibition). For this dataset (lipophilicity_astrazeneca), we predict Y.. This data is from Experimental lipophilicity measurements (octanol/water distribution) for 4,200 compounds from AstraZeneca. (1) The compound is COc1cc(OC)c2nc(C)c3c(c2c1)N(c1ccc(O)cc1)CC3. The Y is 1.50 logD. (2) The compound is CC(CN1c2ccccc2Sc2ccccc21)N(C)C. The Y is 2.67 logD. (3) The compound is CCc1nc2cc(O)ccc2c(Oc2ccc(/C=C/C(=O)O)cc2)c1-c1ccccc1. The Y is 3.00 logD.